From a dataset of Forward reaction prediction with 1.9M reactions from USPTO patents (1976-2016). Predict the product of the given reaction. (1) Given the reactants [C:1]1([NH:7][S:8]([NH:11][C:12](=[O:18])[O:13][C:14]([CH3:17])([CH3:16])[CH3:15])(=[O:10])=[O:9])[CH:6]=[CH:5][CH:4]=[CH:3][CH:2]=1.Br[CH2:20][CH2:21][CH2:22][CH2:23]Br.C([O-])([O-])=O.[Cs+].[Cs+], predict the reaction product. The product is: [O:10]=[S:8]1(=[O:9])[N:7]([C:1]2[CH:2]=[CH:3][CH:4]=[CH:5][CH:6]=2)[CH2:23][CH2:22][CH2:21][CH2:20][N:11]1[C:12]([O:13][C:14]([CH3:15])([CH3:17])[CH3:16])=[O:18]. (2) Given the reactants [CH3:16][C:11]1([CH3:17])[C:12]([CH3:15])([CH3:14])[O:13][B:9]([B:9]2[O:13][C:12]([CH3:15])([CH3:14])[C:11]([CH3:17])([CH3:16])[O:10]2)[O:10]1.C([O-])(=O)C.[Na+].ClCCl.FC(F)(F)S(O[C:33]1[CH2:34][CH2:35][N:36]([C:39]([O:41][C:42]([CH3:45])([CH3:44])[CH3:43])=[O:40])[CH2:37][CH:38]=1)(=O)=O, predict the reaction product. The product is: [CH3:15][C:12]1([CH3:14])[C:11]([CH3:16])([CH3:17])[O:10][B:9]([C:33]2[CH2:38][CH2:37][N:36]([C:39]([O:41][C:42]([CH3:45])([CH3:44])[CH3:43])=[O:40])[CH2:35][CH:34]=2)[O:13]1.